Dataset: Forward reaction prediction with 1.9M reactions from USPTO patents (1976-2016). Task: Predict the product of the given reaction. (1) Given the reactants [OH:1][C:2]1([CH2:14][N:15]2[C:20](=[O:21])[C:19]3[CH:22]=[N:23][N:24]([C:25]4[CH:30]=[CH:29][CH:28]=[C:27]([O:31]C)[CH:26]=4)[C:18]=3[N:17]=[CH:16]2)[CH2:7][CH2:6][N:5]([C:8]([C:10]2([CH3:13])[CH2:12][CH2:11]2)=[O:9])[CH2:4][CH2:3]1.B(Br)(Br)Br, predict the reaction product. The product is: [OH:1][C:2]1([CH2:14][N:15]2[C:20](=[O:21])[C:19]3[CH:22]=[N:23][N:24]([C:25]4[CH:30]=[CH:29][CH:28]=[C:27]([OH:31])[CH:26]=4)[C:18]=3[N:17]=[CH:16]2)[CH2:3][CH2:4][N:5]([C:8]([C:10]2([CH3:13])[CH2:11][CH2:12]2)=[O:9])[CH2:6][CH2:7]1. (2) The product is: [OH:16][CH:17]1[CH2:22][CH2:21][CH2:20][N:19]([CH2:23][CH2:15][C:14]2[NH:3][C:4](=[O:13])[C:5]3[C:6]([CH:12]=2)=[CH:7][CH:8]=[CH:9][CH:10]=3)[CH2:18]1. Given the reactants C([N:3]([CH2:14][CH3:15])[C:4](=[O:13])[C:5]1[CH:10]=[CH:9][CH:8]=[C:7](C)[C:6]=1[CH3:12])C.[OH:16][CH:17]1[CH2:22][CH2:21][CH2:20][N:19]([CH2:23]CC#N)[CH2:18]1, predict the reaction product. (3) Given the reactants [Cl:1][C:2]1[CH:3]=[C:4]([C:8]2[C:12]([C:13]([OH:15])=O)=[C:11]([CH3:16])[O:10][N:9]=2)[CH:5]=[CH:6][CH:7]=1.[CH3:17][O:18][C:19]1[CH:28]=[C:27]([N:29]2[CH2:34][CH2:33][O:32][CH2:31][CH2:30]2)[CH:26]=[CH:25][C:20]=1[C:21]([NH:23][NH2:24])=O.[Cl-].ClC1N(C)C=C[N+]=1C.C(N(CC)CC)C, predict the reaction product. The product is: [Cl:1][C:2]1[CH:3]=[C:4]([C:8]2[C:12]([C:13]3[O:15][C:21]([C:20]4[CH:25]=[CH:26][C:27]([N:29]5[CH2:34][CH2:33][O:32][CH2:31][CH2:30]5)=[CH:28][C:19]=4[O:18][CH3:17])=[N:23][N:24]=3)=[C:11]([CH3:16])[O:10][N:9]=2)[CH:5]=[CH:6][CH:7]=1. (4) Given the reactants Br[C:2]1[C:3]([CH:23]2[CH2:25][CH2:24]2)=[N:4][C:5]([N:10]2[CH2:15][CH2:14][N:13]([C:16](=[O:21])[CH2:17][CH2:18][O:19][CH3:20])[C@H:12]([CH3:22])[CH2:11]2)=[C:6]([CH:9]=1)[C:7]#[N:8].[S:26]1[CH:30]=[CH:29][CH:28]=[C:27]1B(O)O.C([O-])([O-])=O.[K+].[K+], predict the reaction product. The product is: [CH:23]1([C:3]2[C:2]([C:27]3[S:26][CH:30]=[CH:29][CH:28]=3)=[CH:9][C:6]([C:7]#[N:8])=[C:5]([N:10]3[CH2:15][CH2:14][N:13]([C:16](=[O:21])[CH2:17][CH2:18][O:19][CH3:20])[C@H:12]([CH3:22])[CH2:11]3)[N:4]=2)[CH2:25][CH2:24]1. (5) Given the reactants [NH2:1][C:2]1[C:7]([CH3:8])=[CH:6][C:5]([Cl:9])=[CH:4][C:3]=1[C:10]([C:12]1[CH:17]=[CH:16][CH:15]=[CH:14][CH:13]=1)=O.[CH:18]1([C:21](=O)[CH2:22][C:23]([O:25][CH3:26])=[O:24])[CH2:20][CH2:19]1, predict the reaction product. The product is: [CH3:26][O:25][C:23]([C:22]1[C:21]([CH:18]2[CH2:20][CH2:19]2)=[N:1][C:2]2[C:3]([C:10]=1[C:12]1[CH:17]=[CH:16][CH:15]=[CH:14][CH:13]=1)=[CH:4][C:5]([Cl:9])=[CH:6][C:7]=2[CH3:8])=[O:24]. (6) Given the reactants [Cl-].[C:2]([C:4]1[CH:5]=[C:6](/[CH:11]=[CH:12]/[CH:13]2[CH2:18][CH2:17][NH2+:16][CH2:15][CH2:14]2)[CH:7]=[CH:8][C:9]=1[F:10])#[N:3].[O:19]=[C:20]1[C:24]2[CH:25]=[CH:26][C:27]([CH2:29][C:30](O)=[O:31])=[CH:28][C:23]=2[CH2:22][O:21]1, predict the reaction product. The product is: [F:10][C:9]1[CH:8]=[CH:7][C:6](/[CH:11]=[CH:12]/[CH:13]2[CH2:18][CH2:17][N:16]([C:30](=[O:31])[CH2:29][C:27]3[CH:26]=[CH:25][C:24]4[C:20](=[O:19])[O:21][CH2:22][C:23]=4[CH:28]=3)[CH2:15][CH2:14]2)=[CH:5][C:4]=1[C:2]#[N:3]. (7) Given the reactants [CH:1]1([CH2:4][O:5][C:6]2[CH:15]=[CH:14][C:9]([C:10]([O:12]C)=[O:11])=[CH:8][C:7]=2[C:16]#[C:17][C:18]2[CH:23]=[CH:22][CH:21]=[CH:20][N:19]=2)[CH2:3][CH2:2]1.O.[OH-].[Li+], predict the reaction product. The product is: [CH:1]1([CH2:4][O:5][C:6]2[CH:15]=[CH:14][C:9]([C:10]([OH:12])=[O:11])=[CH:8][C:7]=2[C:16]#[C:17][C:18]2[CH:23]=[CH:22][CH:21]=[CH:20][N:19]=2)[CH2:3][CH2:2]1.